This data is from Full USPTO retrosynthesis dataset with 1.9M reactions from patents (1976-2016). The task is: Predict the reactants needed to synthesize the given product. (1) Given the product [CH2:1]([O:4][C:5]([NH:7][C@H:8]([C:48]([NH:83][CH2:84][CH2:85][CH2:86][CH2:87][O:88][C:89]1[CH:98]=[CH:97][CH:96]=[C:95]([OH:99])[C:90]=1[C:91]([O:93][CH3:94])=[O:92])=[O:50])[CH2:9][C:10]1[CH:11]=[CH:12][C:13]([N:16]([C:26]2[CH:31]=[CH:30][CH:29]=[CH:28][C:27]=2[C:32]([O:34][CH:35]([C:42]2[CH:43]=[CH:44][CH:45]=[CH:46][CH:47]=2)[C:36]2[CH:37]=[CH:38][CH:39]=[CH:40][CH:41]=2)=[O:33])[C:17](=[O:25])[C:18]([O:20][C:21]([CH3:23])([CH3:24])[CH3:22])=[O:19])=[CH:14][CH:15]=1)=[O:6])[CH:2]=[CH2:3], predict the reactants needed to synthesize it. The reactants are: [CH2:1]([O:4][C:5]([NH:7][C@H:8]([C:48]([OH:50])=O)[CH2:9][C:10]1[CH:15]=[CH:14][C:13]([N:16]([C:26]2[CH:31]=[CH:30][CH:29]=[CH:28][C:27]=2[C:32]([O:34][CH:35]([C:42]2[CH:47]=[CH:46][CH:45]=[CH:44][CH:43]=2)[C:36]2[CH:41]=[CH:40][CH:39]=[CH:38][CH:37]=2)=[O:33])[C:17](=[O:25])[C:18]([O:20][C:21]([CH3:24])([CH3:23])[CH3:22])=[O:19])=[CH:12][CH:11]=1)=[O:6])[CH:2]=[CH2:3].CN(C(ON1N=NC2C=CC=CC1=2)=[N+](C)C)C.[B-](F)(F)(F)F.C1C=CC2N(O)N=NC=2C=1.[NH2:83][CH2:84][CH2:85][CH2:86][CH2:87][O:88][C:89]1[CH:98]=[CH:97][CH:96]=[C:95]([OH:99])[C:90]=1[C:91]([O:93][CH3:94])=[O:92].C(N(CC)CC)C. (2) Given the product [NH2:18][C@@H:15]1[CH2:16][CH2:17][C@H:12]([NH:11][C:9](=[O:10])[O:8][CH2:1][C:2]2[CH:7]=[CH:6][CH:5]=[CH:4][CH:3]=2)[C@H:13]([C:26]2[O:30][N:29]=[C:28]([CH3:31])[N:27]=2)[CH2:14]1, predict the reactants needed to synthesize it. The reactants are: [CH2:1]([O:8][C:9]([NH:11][C@H:12]1[CH2:17][CH2:16][C@@H:15]([NH:18]C(=O)OC(C)(C)C)[CH2:14][C@H:13]1[C:26]1[O:30][N:29]=[C:28]([CH3:31])[N:27]=1)=[O:10])[C:2]1[CH:7]=[CH:6][CH:5]=[CH:4][CH:3]=1.C(O)(C(F)(F)F)=O. (3) Given the product [CH2:3]([O:6][C:7]1[CH:8]=[C:9]([O:15][S:16]([C:19]([F:22])([F:21])[F:20])(=[O:18])=[O:17])[CH:10]=[CH:11][C:12]=1[CH:13]=[CH2:23])[CH:4]=[CH2:5], predict the reactants needed to synthesize it. The reactants are: [H-].[Na+].[CH2:3]([O:6][C:7]1[CH:8]=[C:9]([O:15][S:16]([C:19]([F:22])([F:21])[F:20])(=[O:18])=[O:17])[CH:10]=[CH:11][C:12]=1[CH:13]=O)[CH:4]=[CH2:5].[CH2:23]1COCC1. (4) Given the product [CH3:57][C:56]1([CH3:58])[C:55]([B:29]2[O:30][C:31]([CH3:36])([CH3:37])[C:32]([CH3:34])([CH3:35])[O:33]2)=[CH:54][CH2:53][CH2:52]1, predict the reactants needed to synthesize it. The reactants are: C1C=CC(P(C2C=CC=CC=2)C2C=CC=CC=2)=CC=1.[B:29]1([B:29]2[O:33][C:32]([CH3:35])([CH3:34])[C:31]([CH3:37])([CH3:36])[O:30]2)[O:33][C:32]([CH3:35])([CH3:34])[C:31]([CH3:37])([CH3:36])[O:30]1.O(C1C=CC=CC=1)[K].FC(F)(F)S(O[C:52]1[C:56]([CH3:58])([CH3:57])[CH2:55][CH2:54][CH:53]=1)(=O)=O. (5) Given the product [Br:1][C:2]1[CH:7]=[CH:6][C:5]([CH:8]([C:20]2[CH:25]=[CH:24][C:23]([Cl:26])=[CH:22][C:21]=2[CH3:27])[CH2:9][C:10]([C:12]2[CH:17]=[CH:16][C:15](=[O:18])[NH:14][CH:13]=2)=[O:11])=[CH:4][CH:3]=1, predict the reactants needed to synthesize it. The reactants are: [Br:1][C:2]1[CH:7]=[CH:6][C:5]([CH:8]([C:20]2[CH:25]=[CH:24][C:23]([Cl:26])=[CH:22][C:21]=2[CH3:27])[CH2:9][C:10]([C:12]2[CH:13]=[N:14][C:15]([O:18]C)=[CH:16][CH:17]=2)=[O:11])=[CH:4][CH:3]=1.Cl.